Task: Regression. Given a peptide amino acid sequence and an MHC pseudo amino acid sequence, predict their binding affinity value. This is MHC class I binding data.. Dataset: Peptide-MHC class I binding affinity with 185,985 pairs from IEDB/IMGT The MHC is HLA-A68:01 with pseudo-sequence HLA-A68:01. The peptide sequence is SFQQPLQQY. The binding affinity (normalized) is 0.